Task: Predict the reactants needed to synthesize the given product.. Dataset: Full USPTO retrosynthesis dataset with 1.9M reactions from patents (1976-2016) (1) Given the product [CH2:11]([NH:1][C:2]1[S:3][C:4]([CH3:10])=[C:5]([CH3:9])[C:6]=1[C:7]#[N:8])[C:12]1[CH:17]=[CH:16][CH:15]=[CH:14][CH:13]=1, predict the reactants needed to synthesize it. The reactants are: [NH2:1][C:2]1[S:3][C:4]([CH3:10])=[C:5]([CH3:9])[C:6]=1[C:7]#[N:8].[CH:11](=O)[C:12]1[CH:17]=[CH:16][CH:15]=[CH:14][CH:13]=1.C([BH3-])#N. (2) Given the product [N:1]1[O:7][C:6]([O-:8])=[C:5]2[CH2:9][CH2:10][CH2:11][N+:4]=12, predict the reactants needed to synthesize it. The reactants are: [N+:1]([N:4]1[CH2:11][CH2:10][CH2:9][C@H:5]1[C:6]([OH:8])=[O:7])([O-])=O.FC(F)(F)C(OC(=O)C(F)(F)F)=O.